This data is from Full USPTO retrosynthesis dataset with 1.9M reactions from patents (1976-2016). The task is: Predict the reactants needed to synthesize the given product. (1) Given the product [O:1]=[C:2]([N:23]1[CH2:28][CH:27]2[CH2:29][CH:24]1[CH2:25][N:26]2[C:30](=[O:33])[CH2:31][CH3:32])[CH2:3][C@H:4]([NH2:15])[CH2:5][C:6]1[CH:11]=[C:10]([F:12])[C:9]([F:13])=[CH:8][C:7]=1[F:14], predict the reactants needed to synthesize it. The reactants are: [O:1]=[C:2]([N:23]1[CH2:28][CH:27]2[CH2:29][CH:24]1[CH2:25][N:26]2[C:30](=[O:33])[CH2:31][CH3:32])[CH2:3][C@H:4]([NH:15]C(=O)OC(C)(C)C)[CH2:5][C:6]1[CH:11]=[C:10]([F:12])[C:9]([F:13])=[CH:8][C:7]=1[F:14].Cl. (2) Given the product [CH3:2][O:3][C:4]1[CH:5]=[C:6]([C:12]2[C:13]([CH3:25])([CH3:24])[C:14](=[O:23])[N:15]([CH:17]3[CH2:22][CH2:21][N:20]([C:30]([C:29]4[CH:33]=[CH:34][CH:35]=[CH:36][C:28]=4[O:27][CH3:26])=[O:31])[CH2:19][CH2:18]3)[N:16]=2)[CH:7]=[CH:8][C:9]=1[O:10][CH3:11], predict the reactants needed to synthesize it. The reactants are: Cl.[CH3:2][O:3][C:4]1[CH:5]=[C:6]([C:12]2[C:13]([CH3:25])([CH3:24])[C:14](=[O:23])[N:15]([CH:17]3[CH2:22][CH2:21][NH:20][CH2:19][CH2:18]3)[N:16]=2)[CH:7]=[CH:8][C:9]=1[O:10][CH3:11].[CH3:26][O:27][C:28]1[CH:36]=[CH:35][CH:34]=[CH:33][C:29]=1[C:30](O)=[O:31]. (3) Given the product [C:1]12([CH2:11][C:12]([NH:14][C:15]3[CH:24]=[CH:23][CH:22]=[C:21]4[C:16]=3[CH2:17][CH2:18][N:19]([CH2:26][C:27]3[CH:32]=[CH:31][CH:30]=[CH:29][CH:28]=3)[C:20]4=[O:25])=[O:13])[CH2:10][CH:5]3[CH2:6][CH:7]([CH2:9][CH:3]([CH2:4]3)[CH2:2]1)[CH2:8]2, predict the reactants needed to synthesize it. The reactants are: [C:1]12([CH2:11][C:12]([NH:14][C:15]3[CH:24]=[CH:23][CH:22]=[C:21]4[C:16]=3[CH:17]=[CH:18][N:19]([CH2:26][C:27]3[CH:32]=[CH:31][CH:30]=[CH:29][CH:28]=3)[C:20]4=[O:25])=[O:13])[CH2:10][CH:5]3[CH2:6][CH:7]([CH2:9][CH:3]([CH2:4]3)[CH2:2]1)[CH2:8]2.C(Cl)Cl.CCOC(C)=O. (4) Given the product [F:1][C:2]1[CH:30]=[CH:29][C:5]([CH:6]([C:19]([OH:28])([CH2:24][CH:25]([CH3:26])[CH3:27])[C:20]([F:22])([F:21])[F:23])[NH:7][C:8]2[CH:17]=[CH:16][CH:15]=[C:14]3[C:9]=2[CH:10]=[N:11][C:12]([CH3:18])=[N:13]3)=[C:4]([O:31][CH3:32])[CH:3]=1, predict the reactants needed to synthesize it. The reactants are: [F:1][C:2]1[CH:30]=[CH:29][C:5]([CH:6]([C:19]([OH:28])([CH2:24][C:25]([CH3:27])=[CH2:26])[C:20]([F:23])([F:22])[F:21])[NH:7][C:8]2[CH:17]=[CH:16][CH:15]=[C:14]3[C:9]=2[CH:10]=[N:11][C:12]([CH3:18])=[N:13]3)=[C:4]([O:31][CH3:32])[CH:3]=1.C(OCC)(=O)C.C(N(CC)CC)C. (5) Given the product [Br:1][C:2]1[N:6]2[N:7]=[C:8]([C:11]3[CH:12]=[CH:13][C:14]([C:15]([N:51]4[CH2:56][CH2:55][CH:54]([N:57]5[CH2:62][CH2:61][O:60][CH2:59][CH2:58]5)[CH2:53][CH2:52]4)=[O:17])=[CH:18][CH:19]=3)[CH:9]=[CH:10][C:5]2=[N:4][CH:3]=1, predict the reactants needed to synthesize it. The reactants are: [Br:1][C:2]1[N:6]2[N:7]=[C:8]([C:11]3[CH:19]=[CH:18][C:14]([C:15]([OH:17])=O)=[CH:13][CH:12]=3)[CH:9]=[CH:10][C:5]2=[N:4][CH:3]=1.CN(C(ON1N=NC2C=CC=NC1=2)=[N+](C)C)C.F[P-](F)(F)(F)(F)F.CN1CCOCC1.[NH:51]1[CH2:56][CH2:55][CH:54]([N:57]2[CH2:62][CH2:61][O:60][CH2:59][CH2:58]2)[CH2:53][CH2:52]1. (6) Given the product [ClH:1].[CH3:22][O:23][C:24]1[CH:25]=[CH:26][C:27]([C:30]2[N:31]=[C:32]([N:35]3[CH2:40][CH2:39][NH:38][CH2:37][CH:36]3[CH2:48][O:49][C:50]3[CH:51]=[N:52][CH:53]=[CH:54][CH:55]=3)[S:33][CH:34]=2)=[CH:28][CH:29]=1, predict the reactants needed to synthesize it. The reactants are: [ClH:1].O1CCOCC1.OC(C(F)(F)F)=O.OC(C(F)(F)F)=O.[CH3:22][O:23][C:24]1[CH:29]=[CH:28][C:27]([C:30]2[N:31]=[C:32]([N:35]3[CH2:40][CH2:39][N:38](C(OC(C)(C)C)=O)[CH2:37][CH:36]3[CH2:48][O:49][C:50]3[CH:51]=[N:52][CH:53]=[CH:54][CH:55]=3)[S:33][CH:34]=2)=[CH:26][CH:25]=1. (7) Given the product [CH2:33]([N:27]([CH2:28][CH2:29][CH2:30][CH2:31][CH3:32])[C:15]1[C:16]([O:18][CH2:19][CH:20]([CH2:25][CH3:26])[CH2:21][CH2:22][CH2:23][CH3:24])=[CH:17][C:12](/[N:11]=[N:10]/[C:9]2[CH:8]=[CH:7][C:4]([C:5]#[N:6])=[CH:3][C:2]=2[C:47]#[N:48])=[C:13]([O:38][CH2:39][CH:40]([CH2:45][CH3:46])[CH2:41][CH2:42][CH2:43][CH3:44])[CH:14]=1)[CH2:34][CH2:35][CH2:36][CH3:37], predict the reactants needed to synthesize it. The reactants are: Br[C:2]1[CH:3]=[C:4]([CH:7]=[CH:8][C:9]=1/[N:10]=[N:11]/[C:12]1[CH:17]=[C:16]([O:18][CH2:19][CH:20]([CH2:25][CH3:26])[CH2:21][CH2:22][CH2:23][CH3:24])[C:15]([N:27]([CH2:33][CH2:34][CH2:35][CH2:36][CH3:37])[CH2:28][CH2:29][CH2:30][CH2:31][CH3:32])=[CH:14][C:13]=1[O:38][CH2:39][CH:40]([CH2:45][CH3:46])[CH2:41][CH2:42][CH2:43][CH3:44])[C:5]#[N:6].[C:47]([Cu])#[N:48].N. (8) Given the product [NH2:26][C:29]1[CH:34]=[CH:33][C:32]([C:35]2[N:36]=[C:37]([CH:40]3[CH2:45][CH2:44][N:43]([CH2:46][C:47]([O:49][CH2:50][CH3:51])=[O:48])[CH2:42][CH2:41]3)[S:38][CH:39]=2)=[CH:31][CH:30]=1, predict the reactants needed to synthesize it. The reactants are: CC1OC(CC2CCC(C3SC(C4C=CC(N)=CC=4)=CN=3)CC2)=NN=1.[N+:26]([C:29]1[CH:34]=[CH:33][C:32]([C:35]2[N:36]=[C:37]([CH:40]3[CH2:45][CH2:44][N:43]([CH2:46][C:47]([O:49][CH2:50][CH3:51])=[O:48])[CH2:42][CH2:41]3)[S:38][CH:39]=2)=[CH:31][CH:30]=1)([O-])=O. (9) Given the product [NH2:8][C:9]1[CH:10]=[CH:11][C:12]2[N:13]([C:15]([C:18]([C:20]3[CH:25]=[CH:24][C:23]([N+:26]([O-:28])=[O:27])=[C:22]([O:29][CH3:30])[CH:21]=3)=[O:19])=[N:16][CH:17]=2)[CH:14]=1, predict the reactants needed to synthesize it. The reactants are: C(OC([NH:8][C:9]1[CH:10]=[CH:11][C:12]2[N:13]([C:15]([C:18]([C:20]3[CH:25]=[CH:24][C:23]([N+:26]([O-:28])=[O:27])=[C:22]([O:29][CH3:30])[CH:21]=3)=[O:19])=[N:16][CH:17]=2)[CH:14]=1)=O)(C)(C)C.FC(F)(F)C(O)=O.Cl.